Dataset: Forward reaction prediction with 1.9M reactions from USPTO patents (1976-2016). Task: Predict the product of the given reaction. (1) The product is: [CH3:30][C:23]1[C:24]([N+:27]([O-:29])=[O:28])=[CH:25][CH:26]=[C:21]([N:11]2[CH2:12][CH2:13][C@@H:9]([N:5]3[CH2:6][CH2:7][CH2:8][C@@H:4]3[CH3:3])[CH2:10]2)[N:22]=1. Given the reactants Cl.Cl.[CH3:3][C@@H:4]1[CH2:8][CH2:7][CH2:6][N:5]1[C@H:9]1[CH2:13][CH2:12][NH:11][CH2:10]1.C([O-])([O-])=O.[K+].[K+].Cl[C:21]1[CH:26]=[CH:25][C:24]([N+:27]([O-:29])=[O:28])=[C:23]([CH3:30])[N:22]=1.C([O-])(O)=O.[Na+], predict the reaction product. (2) Given the reactants [CH2:1]([O:3][C:4]1[CH:5]=[C:6]([CH:10]=[CH:11][CH:12]=1)[C:7](Cl)=[O:8])[CH3:2].[Cl:13][C:14]1[CH:19]=[CH:18][CH:17]=[CH:16][C:15]=1[C:20]1[CH:24]=[C:23]([NH2:25])[O:22][N:21]=1.CC(N(C)C)=O, predict the reaction product. The product is: [Cl:13][C:14]1[CH:19]=[CH:18][CH:17]=[CH:16][C:15]=1[C:20]1[CH:24]=[C:23]([NH:25][C:7](=[O:8])[C:6]2[CH:10]=[CH:11][CH:12]=[C:4]([O:3][CH2:1][CH3:2])[CH:5]=2)[O:22][N:21]=1.